Dataset: Full USPTO retrosynthesis dataset with 1.9M reactions from patents (1976-2016). Task: Predict the reactants needed to synthesize the given product. (1) Given the product [Cl:27][C:5]1[C:6]([NH:8][CH:9]2[CH2:10][CH2:11][C:12]3([CH2:17][CH2:16][N:15]([C:18]([O:20][C:21]([CH3:22])([CH3:24])[CH3:23])=[O:19])[CH2:14][CH2:13]3)[CH2:25][CH2:26]2)=[N:7][C:2]([NH:37][C:35]2[CH:34]=[N:33][N:32]([CH2:31][CH:28]3[CH2:30][CH2:29]3)[CH:36]=2)=[N:3][CH:4]=1, predict the reactants needed to synthesize it. The reactants are: Cl[C:2]1[N:7]=[C:6]([NH:8][CH:9]2[CH2:26][CH2:25][C:12]3([CH2:17][CH2:16][N:15]([C:18]([O:20][C:21]([CH3:24])([CH3:23])[CH3:22])=[O:19])[CH2:14][CH2:13]3)[CH2:11][CH2:10]2)[C:5]([Cl:27])=[CH:4][N:3]=1.[CH:28]1([CH2:31][N:32]2[CH:36]=[C:35]([NH2:37])[CH:34]=[N:33]2)[CH2:30][CH2:29]1.FC(F)(F)C(O)=O. (2) Given the product [CH:5]([O:8][C:9]1[CH:10]=[CH:11][C:12]([N:15]2[C:19]3[CH:20]=[CH:21][C:22](/[CH:24]=[CH:25]\[C:26]4[CH:27]=[CH:28][C:29]([C:30]5([OH:31])[CH2:2][CH2:1]5)=[CH:34][CH:35]=4)=[CH:23][C:18]=3[N:17]=[CH:16]2)=[CH:13][CH:14]=1)([CH3:6])[CH3:7], predict the reactants needed to synthesize it. The reactants are: [CH2:1]([Mg]Cl)[CH3:2].[CH:5]([O:8][C:9]1[CH:14]=[CH:13][C:12]([N:15]2[C:19]3[CH:20]=[CH:21][C:22](/[CH:24]=[CH:25]\[C:26]4[CH:35]=[CH:34][C:29]([C:30](OC)=[O:31])=[CH:28][CH:27]=4)=[CH:23][C:18]=3[N:17]=[CH:16]2)=[CH:11][CH:10]=1)([CH3:7])[CH3:6]. (3) Given the product [CH3:35][N:36]([CH3:40])[CH2:37][CH2:19][O:18][C:17](=[O:23])[NH:16][CH2:15][CH2:14][O:13][C:12]1[CH:24]=[CH:25][C:9]([NH:8][C:6](=[O:7])[C:5]2[CH:32]=[CH:33][CH:34]=[C:3]([O:2][CH3:1])[CH:4]=2)=[CH:10][C:11]=1[C:26]1[N:30]([CH3:31])[N:29]=[CH:28][CH:27]=1, predict the reactants needed to synthesize it. The reactants are: [CH3:1][O:2][C:3]1[CH:4]=[C:5]([CH:32]=[CH:33][CH:34]=1)[C:6]([NH:8][C:9]1[CH:25]=[CH:24][C:12]([O:13][CH2:14][CH2:15][NH:16][C:17](=[O:23])[O:18][C:19](Cl)(Cl)Cl)=[C:11]([C:26]2[N:30]([CH3:31])[N:29]=[CH:28][CH:27]=2)[CH:10]=1)=[O:7].[CH3:35][N:36]([CH3:40])[CH2:37]CO.[O-2].[Mg+2]. (4) Given the product [NH2:13][C:14]1[C:19]([S:20]([N:1]2[CH2:5][CH2:4][C@@H:3]([OH:6])[CH2:2]2)(=[O:22])=[O:21])=[CH:18][C:17]([Br:24])=[CH:16][N:15]=1, predict the reactants needed to synthesize it. The reactants are: [NH:1]1[CH2:5][CH2:4][C@@H:3]([OH:6])[CH2:2]1.C(=O)([O-])[O-].[K+].[K+].[NH2:13][C:14]1[C:19]([S:20](Cl)(=[O:22])=[O:21])=[CH:18][C:17]([Br:24])=[CH:16][N:15]=1.C(=O)(O)[O-].[Na+]. (5) Given the product [CH:9]1[C:8]2[C:4]3[CH:3]=[CH:2][CH:18]=[C:17]([CH2:19][OH:20])[C:5]=3[O:6][C:7]=2[C:12]([CH2:13][OH:14])=[CH:11][CH:10]=1, predict the reactants needed to synthesize it. The reactants are: I[C:2]1[CH:18]=[C:17]([C:19](OC)=[O:20])[C:5]2[O:6][C:7]3[C:12]([C:13](OC)=[O:14])=[CH:11][CH:10]=[CH:9][C:8]=3[C:4]=2[CH:3]=1.[H-].[Al+3].[Li+].[H-].[H-].[H-].O1CCCC1. (6) Given the product [C:1]([N:5]1[C:9]([NH:10][C:26](=[O:27])[C:28]([F:31])([F:30])[F:29])=[CH:8][C:7]([CH:11]2[CH2:12][C:13]([O:15][CH3:16])([O:17][CH3:18])[CH2:14]2)=[N:6]1)([CH3:4])([CH3:3])[CH3:2], predict the reactants needed to synthesize it. The reactants are: [C:1]([N:5]1[C:9]([NH2:10])=[CH:8][C:7]([CH:11]2[CH2:14][C:13]([O:17][CH3:18])([O:15][CH3:16])[CH2:12]2)=[N:6]1)([CH3:4])([CH3:3])[CH3:2].C(N(CC)CC)C.[C:26](O)([C:28]([F:31])([F:30])[F:29])=[O:27].CCCP1(OP(CCC)(=O)OP(CCC)(=O)O1)=O. (7) Given the product [CH3:1][N:2]1[CH:6]=[CH:5][N:4]=[C:3]1[CH:7]1[C:16]2=[N:34][NH:35][C:18](=[O:20])[C:14]3[CH:13]=[CH:12][CH:11]=[C:10]([C:15]=32)[NH:9][CH:8]1[C:23]1[CH:28]=[CH:27][C:26]([C:29]([F:32])([F:31])[F:30])=[CH:25][CH:24]=1, predict the reactants needed to synthesize it. The reactants are: [CH3:1][N:2]1[CH:6]=[CH:5][N:4]=[C:3]1[CH:7]1[C:16](=O)[C:15]2[C:14]([C:18]([O:20]CC)=O)=[CH:13][CH:12]=[CH:11][C:10]=2[NH:9][CH:8]1[C:23]1[CH:28]=[CH:27][C:26]([C:29]([F:32])([F:31])[F:30])=[CH:25][CH:24]=1.O.[NH2:34][NH2:35]. (8) Given the product [C:8]([O:7][C:6](=[O:12])[NH:5][CH2:4][CH2:3][CH:2]=[O:1])([CH3:11])([CH3:9])[CH3:10], predict the reactants needed to synthesize it. The reactants are: [OH:1][CH2:2][CH2:3][CH2:4][NH:5][C:6](=[O:12])[O:7][C:8]([CH3:11])([CH3:10])[CH3:9].[Cr](Cl)([O-])(=O)=O.[NH+]1C=CC=CC=1. (9) Given the product [C:3]([O:11][CH:12]1[CH2:13][CH:14]2[CH:15]([C:18]2([F:30])[F:17])[CH2:16]1)(=[O:10])[C:4]1[CH:9]=[CH:8][CH:7]=[CH:6][CH:5]=1, predict the reactants needed to synthesize it. The reactants are: [F-].[Na+].[C:3]([O:11][CH:12]1[CH2:16][CH:15]=[CH:14][CH2:13]1)(=[O:10])[C:4]1[CH:9]=[CH:8][CH:7]=[CH:6][CH:5]=1.[F:17][C:18]([F:30])(S(F)(=O)=O)C(O[Si](C)(C)C)=O.